From a dataset of Catalyst prediction with 721,799 reactions and 888 catalyst types from USPTO. Predict which catalyst facilitates the given reaction. (1) Reactant: Br[C:2]1[CH:3]=[C:4]2[CH:10]=[CH:9][N:8]([C:11]3[N:15]([CH3:16])[N:14]=[C:13]([CH3:17])[C:12]=3[CH:18]=[O:19])[C:5]2=[N:6][CH:7]=1.[CH:20]1(B(O)O)[CH2:22][CH2:21]1.C(=O)([O-])[O-].[K+].[K+].C1(P(C2CCCCC2)C2C=CC=CC=2C2C(OC)=CC=CC=2OC)CCCCC1. Product: [CH:20]1([C:2]2[CH:3]=[C:4]3[CH:10]=[CH:9][N:8]([C:11]4[N:15]([CH3:16])[N:14]=[C:13]([CH3:17])[C:12]=4[CH:18]=[O:19])[C:5]3=[N:6][CH:7]=2)[CH2:22][CH2:21]1. The catalyst class is: 720. (2) Reactant: [CH2:1]([N:3]([CH2:33][CH3:34])[CH2:4]/[CH:5]=[CH:6]\[C:7]1[CH:12]=[C:11]([F:13])[CH:10]=[CH:9][C:8]=1[S:14]([CH2:17][C:18]1[C:27]([C:28]([O:30]C)=[O:29])=[C:26]2[C:21]([C@H:22]3[CH2:32][C@H:23]3[CH2:24][O:25]2)=[CH:20][CH:19]=1)(=[O:16])=[O:15])[CH3:2].[OH-].[Li+]. Product: [CH2:33]([N:3]([CH2:1][CH3:2])[CH2:4]/[CH:5]=[CH:6]\[C:7]1[CH:12]=[C:11]([F:13])[CH:10]=[CH:9][C:8]=1[S:14]([CH2:17][C:18]1[C:27]([C:28]([OH:30])=[O:29])=[C:26]2[C:21]([C@H:22]3[CH2:32][C@H:23]3[CH2:24][O:25]2)=[CH:20][CH:19]=1)(=[O:15])=[O:16])[CH3:34]. The catalyst class is: 38. (3) Reactant: [ClH:1].O.C([O:7][C:8]([C@H:10]1[CH2:13][C@@H:12]([NH:14][CH2:15][C:16]2[CH:21]=[CH:20][C:19]([C:22]3[N:26]=[C:25]([C:27]4[CH:32]=[CH:31][C:30]([CH2:33][CH:34]([CH3:36])[CH3:35])=[CH:29][CH:28]=4)[O:24][N:23]=3)=[CH:18][CH:17]=2)[CH2:11]1)=[O:9])(C)(C)C.C(OCC)C. Product: [ClH:1].[CH2:33]([C:30]1[CH:29]=[CH:28][C:27]([C:25]2[O:24][N:23]=[C:22]([C:19]3[CH:20]=[CH:21][C:16]([CH2:15][NH:14][C@@H:12]4[CH2:13][C@H:10]([C:8]([OH:9])=[O:7])[CH2:11]4)=[CH:17][CH:18]=3)[N:26]=2)=[CH:32][CH:31]=1)[CH:34]([CH3:36])[CH3:35]. The catalyst class is: 12. (4) Reactant: [F:1][C:2]1[CH:12]=[C:6]([C:7]([O:9][CH2:10][CH3:11])=[O:8])[C:5]([OH:13])=[CH:4][CH:3]=1.Cl[C:15]1[C:24]2[C:19](=[CH:20][C:21]([O:27][CH3:28])=[C:22]([O:25][CH3:26])[CH:23]=2)[N:18]=[CH:17][CH:16]=1. Product: [CH3:26][O:25][C:22]1[CH:23]=[C:24]2[C:19](=[CH:20][C:21]=1[O:27][CH3:28])[N:18]=[CH:17][CH:16]=[C:15]2[O:13][C:5]1[CH:4]=[CH:3][C:2]([F:1])=[CH:12][C:6]=1[C:7]([O:9][CH2:10][CH3:11])=[O:8]. The catalyst class is: 420. (5) Product: [Br:5][C:6]1[CH:7]=[CH:8][C:9]([Cl:13])=[C:10]([O:12][CH2:3][O:2][CH3:1])[CH:11]=1. The catalyst class is: 84. Reactant: [CH3:1][O:2][CH2:3]Cl.[Br:5][C:6]1[CH:7]=[CH:8][C:9]([Cl:13])=[C:10]([OH:12])[CH:11]=1.C(=O)([O-])[O-].[K+].[K+].CC(C)=O. (6) Reactant: [CH3:1][C:2]1[N:3]=[C:4]([C:12]2[CH:17]=[CH:16][C:15]([C:18]([F:21])([F:20])[F:19])=[CH:14][CH:13]=2)[S:5][C:6]=1[C:7]([O:9][CH2:10][CH3:11])=[O:8].C(OOC(=O)C1C=CC=CC=1)(=O)C1C=CC=CC=1.[Br:40]N1C(=O)CCC1=O. Product: [Br:40][CH2:1][C:2]1[N:3]=[C:4]([C:12]2[CH:17]=[CH:16][C:15]([C:18]([F:21])([F:20])[F:19])=[CH:14][CH:13]=2)[S:5][C:6]=1[C:7]([O:9][CH2:10][CH3:11])=[O:8]. The catalyst class is: 53.